From a dataset of Drug-target binding data from BindingDB using Kd measurements. Regression. Given a target protein amino acid sequence and a drug SMILES string, predict the binding affinity score between them. We predict pKd (pKd = -log10(Kd in M); higher means stronger binding). Dataset: bindingdb_kd. (1) The compound is CO[C@@H]1[C@H](N(C)C(=O)c2ccccc2)C[C@H]2O[C@]1(C)n1c3ccccc3c3c4c(c5c6ccccc6n2c5c31)C(=O)NC4. The target is PFCDPK1(Pfalciparum). The pKd is 6.0. (2) The small molecule is C=CC1=C(C)c2cc3[n-]c(cc4[n-]c(cc5nc(cc1n2)C(C)=C5C=C)c(C)c4CCC(=O)O)c(CCC(=O)O)c3C. The pKd is 5.8. The target protein sequence is MSQAAETLDGWYSLHLFYAVDWASLRLAPKDERDALVTELQSFLENTATVRSSKSGDQAIYNITGQKADLLLWFLRPEMKSLNHIENEFNKLRIADFLIPTYSYVSVIELSNYLAGKSDEDPYENPHIKARLYPELPHSDYICFYPMNKRRNETYNWYMLTMEERQKLMYDHGMIGRKYAGKIKQFITGSVGFDDFEWGVTLFSDDVLQFKKIVYEMRFDETTARYGEFGSFFVGHIINTNEFDQFFAIS.